Predict which catalyst facilitates the given reaction. From a dataset of Catalyst prediction with 721,799 reactions and 888 catalyst types from USPTO. (1) Reactant: [Cl:1][C:2]1[CH:10]=[CH:9][C:5]([C:6]([NH2:8])=O)=[C:4]([O:11][CH:12]([CH3:14])[CH3:13])[N:3]=1.N1C=CC=CC=1.P(Cl)(Cl)(Cl)=O. Product: [Cl:1][C:2]1[CH:10]=[CH:9][C:5]([C:6]#[N:8])=[C:4]([O:11][CH:12]([CH3:14])[CH3:13])[N:3]=1. The catalyst class is: 10. (2) Reactant: [N:1]1[C:9]2[C:4](=[N:5][CH:6]=[CH:7][CH:8]=2)[S:3][C:2]=1[C:10]1[CH:16]=[CH:15][CH:14]=[CH:13][C:11]=1[NH2:12].CCN(C(C)C)C(C)C.[Cl:26][C:27]1[N:32]=[CH:31][N:30]=[C:29]([C:33](Cl)=[O:34])[CH:28]=1.CO. Product: [Cl:26][C:27]1[N:32]=[CH:31][N:30]=[C:29]([C:33]([NH:12][C:11]2[CH:13]=[CH:14][CH:15]=[CH:16][C:10]=2[C:2]2[S:3][C:4]3[C:9]([N:1]=2)=[CH:8][CH:7]=[CH:6][N:5]=3)=[O:34])[CH:28]=1. The catalyst class is: 22.